Task: Regression. Given two drug SMILES strings and cell line genomic features, predict the synergy score measuring deviation from expected non-interaction effect.. Dataset: NCI-60 drug combinations with 297,098 pairs across 59 cell lines (1) Drug 1: CC1C(C(CC(O1)OC2CC(CC3=C2C(=C4C(=C3O)C(=O)C5=C(C4=O)C(=CC=C5)OC)O)(C(=O)CO)O)N)O.Cl. Drug 2: C1=CC(=C2C(=C1NCCNCCO)C(=O)C3=C(C=CC(=C3C2=O)O)O)NCCNCCO. Cell line: HCT116. Synergy scores: CSS=57.1, Synergy_ZIP=4.69, Synergy_Bliss=3.63, Synergy_Loewe=-7.37, Synergy_HSA=4.18. (2) Drug 1: CCCS(=O)(=O)NC1=C(C(=C(C=C1)F)C(=O)C2=CNC3=C2C=C(C=N3)C4=CC=C(C=C4)Cl)F. Drug 2: CC(C1=C(C=CC(=C1Cl)F)Cl)OC2=C(N=CC(=C2)C3=CN(N=C3)C4CCNCC4)N. Cell line: SF-295. Synergy scores: CSS=22.1, Synergy_ZIP=-1.37, Synergy_Bliss=3.81, Synergy_Loewe=-20.4, Synergy_HSA=4.05. (3) Drug 1: CC1C(C(=O)NC(C(=O)N2CCCC2C(=O)N(CC(=O)N(C(C(=O)O1)C(C)C)C)C)C(C)C)NC(=O)C3=C4C(=C(C=C3)C)OC5=C(C(=O)C(=C(C5=N4)C(=O)NC6C(OC(=O)C(N(C(=O)CN(C(=O)C7CCCN7C(=O)C(NC6=O)C(C)C)C)C)C(C)C)C)N)C. Drug 2: CC1CCC2CC(C(=CC=CC=CC(CC(C(=O)C(C(C(=CC(C(=O)CC(OC(=O)C3CCCCN3C(=O)C(=O)C1(O2)O)C(C)CC4CCC(C(C4)OC)O)C)C)O)OC)C)C)C)OC. Cell line: SF-295. Synergy scores: CSS=14.3, Synergy_ZIP=-2.25, Synergy_Bliss=-1.05, Synergy_Loewe=-9.87, Synergy_HSA=-5.44. (4) Drug 1: CC(C)(C#N)C1=CC(=CC(=C1)CN2C=NC=N2)C(C)(C)C#N. Drug 2: C1=NC(=NC(=O)N1C2C(C(C(O2)CO)O)O)N. Cell line: SR. Synergy scores: CSS=26.9, Synergy_ZIP=-20.2, Synergy_Bliss=-27.1, Synergy_Loewe=-30.2, Synergy_HSA=-29.0. (5) Drug 1: COC1=C(C=C2C(=C1)N=CN=C2NC3=CC(=C(C=C3)F)Cl)OCCCN4CCOCC4. Drug 2: COC1=C2C(=CC3=C1OC=C3)C=CC(=O)O2. Cell line: MDA-MB-435. Synergy scores: CSS=11.6, Synergy_ZIP=-3.16, Synergy_Bliss=-0.261, Synergy_Loewe=-2.65, Synergy_HSA=-1.15. (6) Drug 1: COC1=CC(=CC(=C1O)OC)C2C3C(COC3=O)C(C4=CC5=C(C=C24)OCO5)OC6C(C(C7C(O6)COC(O7)C8=CC=CS8)O)O. Drug 2: C1C(C(OC1N2C=NC3=C(N=C(N=C32)Cl)N)CO)O. Cell line: HT29. Synergy scores: CSS=31.9, Synergy_ZIP=-5.22, Synergy_Bliss=-1.19, Synergy_Loewe=-1.39, Synergy_HSA=0.0721. (7) Drug 1: CC1=CC2C(CCC3(C2CCC3(C(=O)C)OC(=O)C)C)C4(C1=CC(=O)CC4)C. Drug 2: CC12CCC3C(C1CCC2O)C(CC4=C3C=CC(=C4)O)CCCCCCCCCS(=O)CCCC(C(F)(F)F)(F)F. Cell line: MDA-MB-231. Synergy scores: CSS=-6.83, Synergy_ZIP=3.97, Synergy_Bliss=-1.09, Synergy_Loewe=-15.4, Synergy_HSA=-11.9. (8) Drug 1: CC1C(C(CC(O1)OC2CC(CC3=C2C(=C4C(=C3O)C(=O)C5=C(C4=O)C(=CC=C5)OC)O)(C(=O)C)O)N)O.Cl. Drug 2: CC1CCCC2(C(O2)CC(NC(=O)CC(C(C(=O)C(C1O)C)(C)C)O)C(=CC3=CSC(=N3)C)C)C. Cell line: MALME-3M. Synergy scores: CSS=17.7, Synergy_ZIP=-2.86, Synergy_Bliss=4.77, Synergy_Loewe=-1.90, Synergy_HSA=1.72.